Regression. Given a peptide amino acid sequence and an MHC pseudo amino acid sequence, predict their binding affinity value. This is MHC class II binding data. From a dataset of Peptide-MHC class II binding affinity with 134,281 pairs from IEDB. (1) The peptide sequence is IAATAANAAPTNDKF. The MHC is HLA-DQA10501-DQB10201 with pseudo-sequence HLA-DQA10501-DQB10201. The binding affinity (normalized) is 0.345. (2) The peptide sequence is QRGVGVAQGGVFHTM. The MHC is DRB5_0101 with pseudo-sequence DRB5_0101. The binding affinity (normalized) is 0. (3) The peptide sequence is FAVVDLNKMRAVWVDGKART. The MHC is DRB3_0101 with pseudo-sequence DRB3_0101. The binding affinity (normalized) is 0.407. (4) The peptide sequence is EVTMLYVVASPDLMT. The MHC is DRB3_0101 with pseudo-sequence DRB3_0101. The binding affinity (normalized) is 0.802. (5) The peptide sequence is QVAQYKALPVVLENA. The MHC is DRB1_0101 with pseudo-sequence DRB1_0101. The binding affinity (normalized) is 0.972. (6) The peptide sequence is QVPLVQQQQYLGQQQP. The MHC is DRB1_0301 with pseudo-sequence DRB1_0301. The binding affinity (normalized) is 0.116.